Dataset: Forward reaction prediction with 1.9M reactions from USPTO patents (1976-2016). Task: Predict the product of the given reaction. (1) Given the reactants Br[C:2]1[CH:3]=[N:4][N:5]2[CH:10]=[CH:9][C:8]([C:11]([NH:13][C:14]3[CH:15]=[N:16][CH:17]=[CH:18][C:19]=3[C@@H:20]3[CH2:25][C@H:24]([CH3:26])[CH2:23][C@H:22]([NH:27]C(=O)OC(C)(C)C)[CH2:21]3)=[O:12])=[N:7][C:6]=12.[F:35][C:36]1[CH:41]=[CH:40][CH:39]=[C:38]([F:42])[C:37]=1B1OC(C)(C)C(C)(C)O1, predict the reaction product. The product is: [NH2:27][C@H:22]1[CH2:23][C@@H:24]([CH3:26])[CH2:25][C@@H:20]([C:19]2[CH:18]=[CH:17][N:16]=[CH:15][C:14]=2[NH:13][C:11]([C:8]2[CH:9]=[CH:10][N:5]3[N:4]=[CH:3][C:2]([C:37]4[C:36]([F:35])=[CH:41][CH:40]=[CH:39][C:38]=4[F:42])=[C:6]3[N:7]=2)=[O:12])[CH2:21]1. (2) Given the reactants I[Si](C)(C)C.C(OC([NH:13][CH2:14][C:15]([O:17][C@@H:18]1[C@H:35]([O:36][C:37](=[O:39])[CH3:38])[C:34]2[C:33]3[N:32]([CH3:40])[C:31]4[N:30]=[C:29]5[CH:41]=[CH:42][CH:43]=[CH:44][C:28]5=[CH:27][C:26]=4[C:25](=[O:45])[C:24]=3[C:23]([O:46][CH3:47])=[CH:22][C:21]=2[O:20][C:19]1([CH3:49])[CH3:48])=[O:16])=O)(C)(C)C, predict the reaction product. The product is: [NH2:13][CH2:14][C:15]([O:17][C@@H:18]1[C@H:35]([O:36][C:37](=[O:39])[CH3:38])[C:34]2[C:33]3[N:32]([CH3:40])[C:31]4[N:30]=[C:29]5[CH:41]=[CH:42][CH:43]=[CH:44][C:28]5=[CH:27][C:26]=4[C:25](=[O:45])[C:24]=3[C:23]([O:46][CH3:47])=[CH:22][C:21]=2[O:20][C:19]1([CH3:49])[CH3:48])=[O:16]. (3) Given the reactants Cl.[CH3:2][C:3]1[CH:12]=[CH:11][CH:10]=[C:9]2[C:4]=1[CH:5]=[C:6]([CH:14]1[CH2:18][CH2:17][NH:16][CH2:15]1)[NH:7][C:8]2=[O:13].Br[CH2:20][CH2:21][OH:22], predict the reaction product. The product is: [OH:22][CH2:21][CH2:20][N:16]1[CH2:17][CH2:18][CH:14]([C:6]2[NH:7][C:8](=[O:13])[C:9]3[C:4]([CH:5]=2)=[C:3]([CH3:2])[CH:12]=[CH:11][CH:10]=3)[CH2:15]1. (4) Given the reactants [C:1](OC(=O)C)(=[O:3])[CH3:2].C(N(CC)CC)C.[NH2:15][C@H:16]1[CH2:21][CH2:20][C@H:19]([NH:22][C:23]2[CH:31]=[C:30]([N:32]3[C:36]4=[N:37][CH:38]=[CH:39][C:40]([C:41]5[CH:42]=[N:43][C:44]6[C:49]([CH:50]=5)=[CH:48][CH:47]=[CH:46][CH:45]=6)=[C:35]4[C:34]([CH3:51])=[CH:33]3)[CH:29]=[CH:28][C:24]=2[C:25]([NH2:27])=[O:26])[CH2:18][CH2:17]1, predict the reaction product. The product is: [C:1]([NH:15][C@H:16]1[CH2:21][CH2:20][C@H:19]([NH:22][C:23]2[CH:31]=[C:30]([N:32]3[C:36]4=[N:37][CH:38]=[CH:39][C:40]([C:41]5[CH:42]=[N:43][C:44]6[C:49]([CH:50]=5)=[CH:48][CH:47]=[CH:46][CH:45]=6)=[C:35]4[C:34]([CH3:51])=[CH:33]3)[CH:29]=[CH:28][C:24]=2[C:25]([NH2:27])=[O:26])[CH2:18][CH2:17]1)(=[O:3])[CH3:2]. (5) Given the reactants [Br:1][C:2]1[CH:3]=[C:4]([CH3:7])[S:5][CH:6]=1.[Li+].CC([N-]C(C)C)C.C1C[O:19][CH2:18]C1.CN(C=O)C, predict the reaction product. The product is: [Br:1][C:2]1[CH:3]=[C:4]([CH3:7])[S:5][C:6]=1[CH:18]=[O:19]. (6) Given the reactants [Si](OC1C=C(C=CC=1)C(NNC(=O)[C@H](NC1C=CC(C#N)=C(Cl)C=1C)[C@H](O[Si](C(C)(C)C)(C)C)C)=O)(C(C)(C)C)(C)C.C1C=CC(P(C2C=CC=CC=2)C2C=CC=CC=2)=CC=1.[Si:62]([O:69][C@@H:70]([CH3:102])[C@@H:71]([NH:91][C:92]1[CH:99]=[CH:98][C:95]([C:96]#[N:97])=[C:94]([Cl:100])[C:93]=1[CH3:101])[C:72]1[O:73][C:74]([C:77]2[CH:82]=[CH:81][CH:80]=[C:79]([O:83][Si:84]([C:87]([CH3:90])([CH3:89])[CH3:88])([CH3:86])[CH3:85])[CH:78]=2)=[N:75][N:76]=1)([C:65]([CH3:68])([CH3:67])[CH3:66])([CH3:64])[CH3:63], predict the reaction product. The product is: [Si:62]([O:69][C@H:70]([CH3:102])[C@@H:71]([NH:91][C:92]1[CH:99]=[CH:98][C:95]([C:96]#[N:97])=[C:94]([Cl:100])[C:93]=1[CH3:101])[C:72]1[O:73][C:74]([C:77]2[CH:82]=[CH:81][CH:80]=[C:79]([O:83][Si:84]([C:87]([CH3:88])([CH3:89])[CH3:90])([CH3:85])[CH3:86])[CH:78]=2)=[N:75][N:76]=1)([C:65]([CH3:66])([CH3:67])[CH3:68])([CH3:63])[CH3:64]. (7) Given the reactants [F:1][C:2]1[CH:3]=[C:4]([NH2:12])[C:5](=[CH:9][C:10]=1[F:11])[C:6]([OH:8])=[O:7].ClCCCl.[CH:17](=O)[CH:18]([CH3:20])[CH3:19].C(O[BH-](OC(=O)C)OC(=O)C)(=O)C.[Na+], predict the reaction product. The product is: [F:1][C:2]1[C:10]([F:11])=[CH:9][C:5]([C:6]([OH:8])=[O:7])=[C:4]([NH:12][CH2:17][CH:18]([CH3:20])[CH3:19])[CH:3]=1. (8) Given the reactants [CH2:1]1[CH2:7][O:6][P:4]([N:8]([CH2:12][CH2:13][Cl:14])[CH2:9][CH2:10][Cl:11])(=[O:5])[NH:3][CH2:2]1.[CH2:1]1[CH2:7][O:6][P:4]([N:8]([CH2:12][CH2:13][Cl:14])[CH2:9][CH2:10][Cl:11])(=[O:5])[NH:3][CH2:2]1.O1C=CC=NP1N.C1COP(N(CCCl)CCCl)(=O)NC1.O.NCCCO.ClCCN(CCCl)P(Cl)(Cl)=O, predict the reaction product. The product is: [CH2:1]1[CH2:7][O:6][P:4]([N:8]([CH2:12][CH2:13][Cl:14])[CH2:9][CH2:10][Cl:11])(=[O:5])[NH:3][CH2:2]1. (9) Given the reactants Cl[C:2]1[C:3](=[O:24])[C:4](=[O:23])[C:5]=1[NH:6][C:7]1[CH:12]=[CH:11][CH:10]=[C:9]([C:13]([N:15]2[CH2:20][CH2:19][N:18]([CH3:21])[CH2:17][CH2:16]2)=[O:14])[C:8]=1[OH:22].[Cl:25][C:26]1[CH:32]=[C:31]([F:33])[CH:30]=[CH:29][C:27]=1[NH2:28], predict the reaction product. The product is: [OH:22][C:8]1[C:9]([C:13]([N:15]2[CH2:20][CH2:19][N:18]([CH3:21])[CH2:17][CH2:16]2)=[O:14])=[CH:10][CH:11]=[CH:12][C:7]=1[NH:6][C:5]1[C:4](=[O:23])[C:3](=[O:24])[C:2]=1[NH:28][C:27]1[CH:29]=[CH:30][C:31]([F:33])=[CH:32][C:26]=1[Cl:25]. (10) Given the reactants [OH:1][C:2]1[C:11](=[O:12])[N:10]2[C:5]([C:6]([CH3:14])([CH3:13])[O:7][CH2:8][CH2:9]2)=[N:4][C:3]=1[C:15]([O:17]CC)=O.C(N(CC)CC)C.[F:27][C:28]1[CH:35]=[CH:34][C:31]([CH2:32][NH2:33])=[CH:30][CH:29]=1, predict the reaction product. The product is: [F:27][C:28]1[CH:35]=[CH:34][C:31]([CH2:32][NH:33][C:15]([C:3]2[N:4]=[C:5]3[N:10]([C:11](=[O:12])[C:2]=2[OH:1])[CH2:9][CH2:8][O:7][C:6]3([CH3:13])[CH3:14])=[O:17])=[CH:30][CH:29]=1.